From a dataset of Buchwald-Hartwig C-N cross coupling reaction yields with 55,370 reactions. Predict the reaction yield, written as a fraction of the theoretical maximum amount of product (1.0 means a 100% yield; for example, 0.34 means a 34% yield). (1) The reactants are FC(F)(F)c1ccc(Br)cc1.Cc1ccc(N)cc1.O=S(=O)(O[Pd]1c2ccccc2-c2ccccc2N~1)C(F)(F)F.COc1ccc(OC)c(P([C@]23C[C@H]4C[C@H](C[C@H](C4)C2)C3)[C@]23C[C@H]4C[C@H](C[C@H](C4)C2)C3)c1-c1c(C(C)C)cc(C(C)C)cc1C(C)C.CN1CCCN2CCCN=C12.CCOC(=O)c1cnoc1. No catalyst specified. The product is Cc1ccc(Nc2ccc(C(F)(F)F)cc2)cc1. The yield is 0.244. (2) The reactants are CCc1ccc(I)cc1.Cc1ccc(N)cc1.O=S(=O)(O[Pd]1c2ccccc2-c2ccccc2N~1)C(F)(F)F.CC(C)c1cc(C(C)C)c(-c2ccccc2P(C2CCCCC2)C2CCCCC2)c(C(C)C)c1.CN1CCCN2CCCN=C12.CCOC(=O)c1ccon1. No catalyst specified. The product is CCc1ccc(Nc2ccc(C)cc2)cc1. The yield is 0.509. (3) The reactants are COc1ccc(I)cc1.Cc1ccc(N)cc1.O=S(=O)(O[Pd]1c2ccccc2-c2ccccc2N~1)C(F)(F)F.CC(C)c1cc(C(C)C)c(-c2ccccc2P(C2CCCCC2)C2CCCCC2)c(C(C)C)c1.CN1CCCN2CCCN=C12.c1ccc2oncc2c1. No catalyst specified. The product is COc1ccc(Nc2ccc(C)cc2)cc1. The yield is 0.0207. (4) The product is Cc1ccc(Nc2ccccn2)cc1. No catalyst specified. The yield is 0.634. The reactants are Ic1ccccn1.Cc1ccc(N)cc1.O=S(=O)(O[Pd]1c2ccccc2-c2ccccc2N~1)C(F)(F)F.CC(C)c1cc(C(C)C)c(-c2ccccc2P(C(C)(C)C)C(C)(C)C)c(C(C)C)c1.CCN=P(N=P(N(C)C)(N(C)C)N(C)C)(N(C)C)N(C)C.Cc1cc(-n2cccc2)no1. (5) The reactants are CCc1ccc(Cl)cc1.Cc1ccc(N)cc1.O=S(=O)(O[Pd]1c2ccccc2-c2ccccc2N~1)C(F)(F)F.CC(C)c1cc(C(C)C)c(-c2ccccc2P(C(C)(C)C)C(C)(C)C)c(C(C)C)c1.CN1CCCN2CCCN=C12.CCOC(=O)c1cnoc1. No catalyst specified. The product is CCc1ccc(Nc2ccc(C)cc2)cc1. The yield is 0.143. (6) The reactants are CCc1ccc(Cl)cc1.Cc1ccc(N)cc1.O=S(=O)(O[Pd]1c2ccccc2-c2ccccc2N~1)C(F)(F)F.CC(C)c1cc(C(C)C)c(-c2ccccc2P(C2CCCCC2)C2CCCCC2)c(C(C)C)c1.CN(C)C(=NC(C)(C)C)N(C)C.Cc1cc(-n2cccc2)no1. No catalyst specified. The product is CCc1ccc(Nc2ccc(C)cc2)cc1. The yield is 0.0582.